From a dataset of Reaction yield outcomes from USPTO patents with 853,638 reactions. Predict the reaction yield, written as a fraction of the theoretical maximum amount of product (1.0 means a 100% yield; for example, 0.34 means a 34% yield). (1) The reactants are [NH2:1][C:2]1[N:7]=[C:6]([NH2:8])[C:5]([O:9][C:10]2[C:15]([CH:16]([CH3:18])[CH3:17])=[CH:14][C:13]([OH:19])=[C:12]([I:20])[CH:11]=2)=[CH:4][N:3]=1.C(=O)([O-])[O-].[K+].[K+].[CH2:27](Cl)[C:28]#[CH:29]. The catalyst is CN(C)C=O. The product is [I:20][C:12]1[C:13]([O:19][CH2:29][C:28]#[CH:27])=[CH:14][C:15]([CH:16]([CH3:18])[CH3:17])=[C:10]([CH:11]=1)[O:9][C:5]1[C:6]([NH2:8])=[N:7][C:2]([NH2:1])=[N:3][CH:4]=1. The yield is 0.710. (2) The reactants are [H-].[Al+3].[Li+].[H-].[H-].[H-].[C:7]([C:11]1[CH:16]=[CH:15][C:14]([C:17]2[S:18][CH:19]=[C:20]([C:26](OCC)=[O:27])[C:21]=2[O:22][CH2:23][O:24][CH3:25])=[CH:13][CH:12]=1)([CH3:10])([CH3:9])[CH3:8].[Cl-].[NH4+]. The catalyst is C1COCC1. The product is [C:7]([C:11]1[CH:16]=[CH:15][C:14]([C:17]2[S:18][CH:19]=[C:20]([CH2:26][OH:27])[C:21]=2[O:22][CH2:23][O:24][CH3:25])=[CH:13][CH:12]=1)([CH3:10])([CH3:8])[CH3:9]. The yield is 0.470.